This data is from Full USPTO retrosynthesis dataset with 1.9M reactions from patents (1976-2016). The task is: Predict the reactants needed to synthesize the given product. (1) The reactants are: Cl[C:2]1[N:3]=[N:4][C:5]([C:8]#[C:9][C:10]2[CH:15]=[CH:14][CH:13]=[CH:12][CH:11]=2)=[CH:6][CH:7]=1.[CH3:16][C:17]1([CH3:23])[CH2:21][NH:20][C:19](=[O:22])[CH2:18]1.C(=O)([O-])[O-].[Cs+].[Cs+].C(OCC)(=O)C. Given the product [CH3:16][C:17]1([CH3:23])[CH2:21][N:20]([C:2]2[N:3]=[N:4][C:5]([C:8]#[C:9][C:10]3[CH:15]=[CH:14][CH:13]=[CH:12][CH:11]=3)=[CH:6][CH:7]=2)[C:19](=[O:22])[CH2:18]1, predict the reactants needed to synthesize it. (2) Given the product [CH3:12][N:13]1[CH2:18][CH2:17][N:16]([C:2]2[NH:7][C:6](=[O:8])[C:5]3[CH:9]=[CH:10][S:11][C:4]=3[CH:3]=2)[CH2:15][CH2:14]1, predict the reactants needed to synthesize it. The reactants are: Cl[C:2]1[NH:7][C:6](=[O:8])[C:5]2[CH:9]=[CH:10][S:11][C:4]=2[CH:3]=1.[CH3:12][N:13]1[CH2:18][CH2:17][NH:16][CH2:15][CH2:14]1. (3) Given the product [CH:21]([C:7]1[C:8]([C:13]([O:15][CH3:16])=[O:14])=[N:9][CH:10]=[CH:11][CH:12]=1)=[CH2:22], predict the reactants needed to synthesize it. The reactants are: FC(F)(F)S(O[C:7]1[C:8]([C:13]([O:15][CH3:16])=[O:14])=[N:9][CH:10]=[CH:11][CH:12]=1)(=O)=O.[Li+].[Cl-].[CH2:21]([Sn](CCCC)(CCCC)C=C)[CH2:22]CC. (4) Given the product [OH:29][C@H:28]([C:19]1[CH:20]=[CH:21][C:22]2[C:23](=[O:27])[O:24][CH2:25][C:26]=2[C:18]=1[CH3:17])[CH2:30][N:16]1[CH:1]2[CH2:8][N:7]([C:9]([O:11][C:12]([CH3:13])([CH3:15])[CH3:14])=[O:10])[CH2:6][CH:5]1[CH2:4][O:3][CH2:2]2, predict the reactants needed to synthesize it. The reactants are: [CH:1]12[NH:16][CH:5]([CH2:6][N:7]([C:9]([O:11][C:12]([CH3:15])([CH3:14])[CH3:13])=[O:10])[CH2:8]1)[CH2:4][O:3][CH2:2]2.[CH3:17][C:18]1[C:26]2[CH2:25][O:24][C:23](=[O:27])[C:22]=2[CH:21]=[CH:20][C:19]=1[C@@H:28]1[CH2:30][O:29]1. (5) Given the product [F:21][C:22]1[CH:23]=[CH:24][C:25]([C:31]([F:32])([F:33])[F:34])=[C:26]([CH:30]=1)[C:27]([NH:2][C:3]1[CH:4]=[CH:5][C:6]2[CH2:12][O:13][B:9]([OH:11])[C:7]=2[CH:8]=1)=[O:28], predict the reactants needed to synthesize it. The reactants are: Cl.[NH2:2][C:3]1[CH:4]=[CH:5][C:6]([CH2:12][OH:13])=[C:7]([B:9]([OH:11])O)[CH:8]=1.C(N(CC)CC)C.[F:21][C:22]1[CH:23]=[CH:24][C:25]([C:31]([F:34])([F:33])[F:32])=[C:26]([CH:30]=1)[C:27](Cl)=[O:28].Cl. (6) Given the product [Cl:1][C:2]1[N:10]=[C:9]2[C:5]([N:6]=[C:7]([CH2:13][N:14]3[CH2:15][CH2:16][C:33]([CH3:32])([C:39]([NH2:41])=[O:40])[CH2:18][CH2:19]3)[N:8]2[CH2:11][CH3:12])=[C:4]([N:26]2[CH2:31][CH2:30][O:29][CH2:28][CH2:27]2)[N:3]=1, predict the reactants needed to synthesize it. The reactants are: [Cl:1][C:2]1[N:10]=[C:9]2[C:5]([N:6]=[C:7]([CH2:13][N:14]3[CH2:19][CH2:18]C(N4CC(F)(F)C4)[CH2:16][CH2:15]3)[N:8]2[CH2:11][CH3:12])=[C:4]([N:26]2[CH2:31][CH2:30][O:29][CH2:28][CH2:27]2)[N:3]=1.[CH3:32][C:33]1([C:39]([NH2:41])=[O:40])CCNCC1.